This data is from Catalyst prediction with 721,799 reactions and 888 catalyst types from USPTO. The task is: Predict which catalyst facilitates the given reaction. (1) Reactant: [N:1]1[CH:6]=[CH:5][CH:4]=[N:3][C:2]=1[C:7]1([C:17]#N)[CH2:16][CH2:15][C:10]2([O:14][CH2:13][CH2:12][O:11]2)[CH2:9][CH2:8]1.[OH-:19].[Na+].C[OH:22].Cl. Product: [N:3]1[CH:4]=[CH:5][CH:6]=[N:1][C:2]=1[C:7]1([C:17]([OH:22])=[O:19])[CH2:8][CH2:9][C:10]2([O:11][CH2:12][CH2:13][O:14]2)[CH2:15][CH2:16]1. The catalyst class is: 1. (2) Reactant: [Cl:1][C:2]1[CH:11]=[C:10]([C:12]([OH:14])=O)[C:9]2[C:4](=[CH:5][CH:6]=[CH:7][CH:8]=2)[N:3]=1.[NH2:15][C:16]1[C:17]([CH3:27])=[C:18]([CH:23]=[CH:24][C:25]=1[CH3:26])[C:19]([O:21][CH3:22])=[O:20].C(N(CC)CC)C.CCCP1(OP(CCC)(=O)OP(CCC)(=O)O1)=O. The catalyst class is: 34. Product: [Cl:1][C:2]1[CH:11]=[C:10]([C:12]([NH:15][C:16]2[C:17]([CH3:27])=[C:18]([CH:23]=[CH:24][C:25]=2[CH3:26])[C:19]([O:21][CH3:22])=[O:20])=[O:14])[C:9]2[C:4](=[CH:5][CH:6]=[CH:7][CH:8]=2)[N:3]=1.